This data is from NCI-60 drug combinations with 297,098 pairs across 59 cell lines. The task is: Regression. Given two drug SMILES strings and cell line genomic features, predict the synergy score measuring deviation from expected non-interaction effect. Drug 1: CNC(=O)C1=NC=CC(=C1)OC2=CC=C(C=C2)NC(=O)NC3=CC(=C(C=C3)Cl)C(F)(F)F. Drug 2: C1=NC2=C(N1)C(=S)N=CN2. Cell line: CCRF-CEM. Synergy scores: CSS=53.5, Synergy_ZIP=-0.784, Synergy_Bliss=1.55, Synergy_Loewe=-19.3, Synergy_HSA=4.46.